From a dataset of Forward reaction prediction with 1.9M reactions from USPTO patents (1976-2016). Predict the product of the given reaction. (1) Given the reactants [C:1]([N:4]1[CH2:9][CH2:8][CH:7]([N:10]([C@H:29]2[CH2:34][CH2:33][C@H:32]([CH3:35])[CH2:31][CH2:30]2)[C:11]([NH:13][C:14]2[S:15][C:16]([S:19][CH2:20][C:21](=[O:28])[N:22]3[CH2:27][CH2:26]C[CH2:24][CH2:23]3)=[CH:17][N:18]=2)=[O:12])[CH2:6][CH2:5]1)(=[O:3])[CH3:2].[C:36]([N:39]1CCC(N([C@H]2CC[C@H](C)CC2)C(=O)NC2SC(SCC(O)=O)=CN=2)CC1)(=O)C.CN1CCNCC1, predict the reaction product. The product is: [C:1]([N:4]1[CH2:5][CH2:6][CH:7]([N:10]([C@H:29]2[CH2:30][CH2:31][C@H:32]([CH3:35])[CH2:33][CH2:34]2)[C:11]([NH:13][C:14]2[S:15][C:16]([S:19][CH2:20][C:21]([N:22]3[CH2:27][CH2:26][N:39]([CH3:36])[CH2:24][CH2:23]3)=[O:28])=[CH:17][N:18]=2)=[O:12])[CH2:8][CH2:9]1)(=[O:3])[CH3:2]. (2) Given the reactants [N:1]1[C:9]([NH2:10])=[C:8]2[C:4]([N:5]=[CH:6][NH:7]2)=[N:3][CH:2]=1.C(=O)([O-])[O-].[Cs+].[Cs+].I[CH2:18][CH2:19][CH2:20][CH3:21], predict the reaction product. The product is: [CH2:18]([N:5]1[CH:6]=[N:7][C:8]2[C:4]1=[N:3][CH:2]=[N:1][C:9]=2[NH2:10])[CH2:19][CH2:20][CH3:21]. (3) The product is: [Cl:28][C:29]1[CH:30]=[CH:31][C:32]([CH:35]([C:45]2[CH:46]=[CH:47][C:48]([Cl:51])=[CH:49][CH:50]=2)[N:36]2[CH2:37][CH2:38][N:39]([C:42]([O:1][N:2]3[C:6](=[O:7])[CH2:5][CH:4]([C:8]4[CH:9]=[CH:10][CH:11]=[CH:12][CH:13]=4)[C:3]3=[O:14])=[O:43])[CH2:40][CH2:41]2)=[CH:33][CH:34]=1. Given the reactants [OH:1][N:2]1[C:6](=[O:7])[CH2:5][CH:4]([C:8]2[CH:13]=[CH:12][CH:11]=[CH:10][CH:9]=2)[C:3]1=[O:14].C1(C2CC(=O)OC2=O)C=CC=CC=1.[Cl:28][C:29]1[CH:34]=[CH:33][C:32]([CH:35]([C:45]2[CH:50]=[CH:49][C:48]([Cl:51])=[CH:47][CH:46]=2)[N:36]2[CH2:41][CH2:40][N:39]([C:42](Cl)=[O:43])[CH2:38][CH2:37]2)=[CH:31][CH:30]=1, predict the reaction product. (4) Given the reactants [Cl:1][C:2]1[C:3]([N:11]2[C:15]([NH:16][CH2:17][CH:18]3[CH2:20][CH2:19]3)=[C:14]([C:21]#[N:22])[CH:13]=[N:12]2)=[N:4][N:5]2[CH2:10][CH2:9][CH2:8][CH2:7][C:6]=12.[F:23][C:24]([F:35])([F:34])[C:25](O[C:25](=[O:26])[C:24]([F:35])([F:34])[F:23])=[O:26].O, predict the reaction product. The product is: [Cl:1][C:2]1[C:3]([N:11]2[C:15]([N:16]([CH2:17][CH:18]3[CH2:20][CH2:19]3)[C:25](=[O:26])[C:24]([F:35])([F:34])[F:23])=[C:14]([C:21]#[N:22])[CH:13]=[N:12]2)=[N:4][N:5]2[CH2:10][CH2:9][CH2:8][CH2:7][C:6]=12. (5) Given the reactants [Br:1][C:2]1[CH:3]=[C:4]2[C:9](=[CH:10][CH:11]=1)[C:8](O)=[CH:7][CH:6]=[CH:5]2.[N:13]1[CH:18]=[CH:17][CH:16]=[CH:15][C:14]=1[CH2:19][OH:20].C1(P(C2C=CC=CC=2)C2C=CC=CC=2)C=CC=CC=1.N(C(OC(C)C)=O)=NC(OC(C)C)=O, predict the reaction product. The product is: [Br:1][C:2]1[CH:3]=[C:4]2[C:9](=[CH:10][CH:11]=1)[CH:8]=[C:7]([O:20][CH2:19][C:14]1[CH:15]=[CH:16][CH:17]=[CH:18][N:13]=1)[CH:6]=[CH:5]2. (6) Given the reactants [CH3:1][C:2]1[CH:7]=[CH:6][CH:5]=[CH:4][C:3]=1[NH:8][C:9](=O)[CH2:10][O:11][C:12]1[CH:17]=[CH:16][C:15]([O:18][C:19]2[C:28]3[C:23](=[CH:24][C:25]([O:31][CH3:32])=[C:26]([O:29][CH3:30])[CH:27]=3)[N:22]=[CH:21][CH:20]=2)=[CH:14][CH:13]=1.Cl.[OH-].[Na+], predict the reaction product. The product is: [CH3:30][O:29][C:26]1[CH:27]=[C:28]2[C:23](=[CH:24][C:25]=1[O:31][CH3:32])[N:22]=[CH:21][CH:20]=[C:19]2[O:18][C:15]1[CH:16]=[CH:17][C:12]([O:11][CH2:10][CH2:9][NH:8][C:3]2[CH:4]=[CH:5][CH:6]=[CH:7][C:2]=2[CH3:1])=[CH:13][CH:14]=1. (7) Given the reactants C([O:5][C:6]([NH:8][C@@H:9]([C@H:25]([O:27][CH3:28])[CH3:26])[CH2:10][S:11]([CH2:14][C:15]1[CH:16]=[N:17][C:18]2[C:23]([CH:24]=1)=[CH:22][CH:21]=[CH:20][CH:19]=2)(=[O:13])=[O:12])=O)(C)(C)C.ClC1C=C(C=CC=1)C(OO)=[O:34], predict the reaction product. The product is: [CH3:28][O:27][C@H:25]([CH3:26])[C@H:9]([N:8]([OH:34])[CH:6]=[O:5])[CH2:10][S:11]([CH2:14][C:15]1[CH:16]=[N:17][C:18]2[C:23]([CH:24]=1)=[CH:22][CH:21]=[CH:20][CH:19]=2)(=[O:13])=[O:12]. (8) Given the reactants C[O:2][C:3]1[CH:8]=[CH:7][C:6]([C:9]([C:11]2[CH:16]=[CH:15][CH:14]=[CH:13][C:12]=2[S:17]C)=[O:10])=[CH:5][CH:4]=1.CN(C=O)C, predict the reaction product. The product is: [OH:2][C:3]1[CH:8]=[CH:7][C:6]([C:9]([C:11]2[CH:16]=[CH:15][CH:14]=[CH:13][C:12]=2[SH:17])=[O:10])=[CH:5][CH:4]=1. (9) Given the reactants [Cl:1][C:2]1[N:11]=[C:10]([N:12]2[CH2:16][CH2:15][C@H:14]([NH:17][C:18](=[O:24])[O:19][C:20]([CH3:23])([CH3:22])[CH3:21])[CH2:13]2)[C:9]2[C:4](=[CH:5][CH:6]=[CH:7][CH:8]=2)[N:3]=1.[NH2:25][C:26]1[CH:27]=[C:28]([CH:31]=[C:32]([NH2:34])[CH:33]=1)[C:29]#[N:30], predict the reaction product. The product is: [ClH:1].[NH2:25][C:26]1[CH:33]=[C:32]([NH:34][C:2]2[N:11]=[C:10]([N:12]3[CH2:16][CH2:15][C@H:14]([NH:17][C:18](=[O:24])[O:19][C:20]([CH3:23])([CH3:22])[CH3:21])[CH2:13]3)[C:9]3[C:4](=[CH:5][CH:6]=[CH:7][CH:8]=3)[N:3]=2)[CH:31]=[C:28]([C:29]#[N:30])[CH:27]=1.